This data is from Full USPTO retrosynthesis dataset with 1.9M reactions from patents (1976-2016). The task is: Predict the reactants needed to synthesize the given product. The reactants are: [CH3:1][N:2]([CH3:36])[C:3]([C:5]1[N:30]([CH:31]2[CH2:35][CH2:34][CH2:33][CH2:32]2)[C:8]2[N:9]=[C:10]([NH:13][C:14]3[CH:19]=[CH:18][C:17]([C:20]([N:22]4[CH2:28][CH:27]5[CH2:29][CH:24]([CH2:25][NH:26]5)[CH2:23]4)=[O:21])=[CH:16][N:15]=3)[N:11]=[CH:12][C:7]=2[CH:6]=1)=[O:4].CCN(C(C)C)C(C)C.C(=O)([O-])[O-].[K+].[K+].[F:52][C:53]([F:64])([F:63])[CH2:54]OS(C(F)(F)F)(=O)=O. Given the product [CH3:1][N:2]([CH3:36])[C:3]([C:5]1[N:30]([CH:31]2[CH2:35][CH2:34][CH2:33][CH2:32]2)[C:8]2[N:9]=[C:10]([NH:13][C:14]3[CH:19]=[CH:18][C:17]([C:20]([N:22]4[CH2:28][CH:27]5[CH2:29][CH:24]([CH2:25][N:26]5[CH2:54][C:53]([F:64])([F:63])[F:52])[CH2:23]4)=[O:21])=[CH:16][N:15]=3)[N:11]=[CH:12][C:7]=2[CH:6]=1)=[O:4], predict the reactants needed to synthesize it.